Dataset: Forward reaction prediction with 1.9M reactions from USPTO patents (1976-2016). Task: Predict the product of the given reaction. (1) Given the reactants [CH2:1]([O:5][Si:6]([C:9]([CH3:12])([CH3:11])[CH3:10])([CH3:8])[CH3:7])[CH2:2][CH:3]=[CH2:4].C12BC(CCC1)CCC2.P([O-])([O-])([O-])=O.[K+].[K+].[K+].Br[C:31]1[CH:36]=[CH:35][CH:34]=[C:33]([S:37]([CH3:40])(=[O:39])=[O:38])[CH:32]=1, predict the reaction product. The product is: [C:9]([Si:6]([CH3:7])([CH3:8])[O:5][CH2:1][CH2:2][CH2:3][CH2:4][C:31]1[CH:36]=[CH:35][CH:34]=[C:33]([S:37]([CH3:40])(=[O:39])=[O:38])[CH:32]=1)([CH3:12])([CH3:11])[CH3:10]. (2) Given the reactants [NH:1]1[CH2:6][CH2:5]O[CH2:3][CH2:2]1.C(O[BH-](OC(=O)C)OC(=O)C)(=O)C.[Na+].[CH:21]([C:23]1[CH:24]=[CH:25][C:26]2[C:38](=[O:39])[C:37]3[C:36]4[C:31](=[CH:32][C:33]([C:40]#[N:41])=[CH:34][CH:35]=4)[NH:30][C:29]=3[C:28]([CH3:43])([CH3:42])[C:27]=2[CH:44]=1)=O.[O:45]1[CH2:48][C:47](=O)[CH2:46]1, predict the reaction product. The product is: [CH3:42][C:28]1([CH3:43])[C:29]2[NH:30][C:31]3[C:36](=[CH:35][CH:34]=[C:33]([C:40]#[N:41])[CH:32]=3)[C:37]=2[C:38](=[O:39])[C:26]2[CH:25]=[CH:24][C:23]([CH:21]3[CH2:3][CH2:2][N:1]([CH:47]4[CH2:46][O:45][CH2:48]4)[CH2:6][CH2:5]3)=[CH:44][C:27]1=2. (3) Given the reactants [CH2:1]([O:8][C:9](=[O:21])[NH:10][C@@H:11]1[CH2:19][C:18]2[C:13](=[CH:14][CH:15]=[C:16]([Br:20])[CH:17]=2)[CH2:12]1)[C:2]1[CH:7]=[CH:6][CH:5]=[CH:4][CH:3]=1.[H-].[Na+].[CH2:24](I)[CH3:25], predict the reaction product. The product is: [CH2:1]([O:8][C:9](=[O:21])[N:10]([C@@H:11]1[CH2:19][C:18]2[C:13](=[CH:14][CH:15]=[C:16]([Br:20])[CH:17]=2)[CH2:12]1)[CH2:24][CH3:25])[C:2]1[CH:3]=[CH:4][CH:5]=[CH:6][CH:7]=1. (4) Given the reactants [N+:1]([C:4]1[CH:9]=[C:8]([C:10]([F:13])([F:12])[F:11])[CH:7]=[C:6]([N+:14]([O-])=O)[C:5]=1[O:17][C:18]1[CH:19]=[C:20]2[C:25](=[CH:26][CH:27]=1)[O:24][CH:23]([C:28]1[CH:33]=[CH:32][CH:31]=[CH:30][CH:29]=1)[CH2:22][CH2:21]2)([O-])=O.C1(C2CCC3C(=CC=C(OC4C=CC=CC=4N)C=3)O2)C=CC=CC=1, predict the reaction product. The product is: [NH2:14][C:6]1[C:5]([O:17][C:18]2[CH:19]=[C:20]3[C:25](=[CH:26][CH:27]=2)[O:24][CH:23]([C:28]2[CH:33]=[CH:32][CH:31]=[CH:30][CH:29]=2)[CH2:22][CH2:21]3)=[C:4]([CH:9]=[C:8]([C:10]([F:12])([F:13])[F:11])[CH:7]=1)[NH2:1]. (5) Given the reactants [Cl:1][C:2]1[CH:3]=[C:4]([CH:16]=[C:17]([F:19])[CH:18]=1)[CH2:5][O:6][CH2:7][C:8]1[O:12][N:11]=[C:10]([C:13]([OH:15])=O)[CH:9]=1.Cl.[O:21]1[CH2:25][CH2:24][CH:23]([CH2:26][NH2:27])[CH2:22]1.C(N(CC)CC)C.ON1C2C=CC=CC=2N=N1.Cl.C(N=C=NCCCN(C)C)C, predict the reaction product. The product is: [O:21]1[CH2:25][CH2:24][CH:23]([CH2:26][NH:27][C:13]([C:10]2[CH:9]=[C:8]([CH2:7][O:6][CH2:5][C:4]3[CH:16]=[C:17]([F:19])[CH:18]=[C:2]([Cl:1])[CH:3]=3)[O:12][N:11]=2)=[O:15])[CH2:22]1. (6) Given the reactants [N+:1]([C:4]1[CH:9]=[CH:8][C:7]([C:10]2[NH:11][C:12]([C:15]3[CH:16]=[C:17]([CH:21]=[CH:22][CH:23]=3)[C:18](O)=[O:19])=[CH:13][N:14]=2)=[CH:6][CH:5]=1)([O-:3])=[O:2].C(Cl)(C(Cl)=O)=O.[NH2:30][C:31]1[CH:36]=[CH:35][CH:34]=[CH:33][N:32]=1.O, predict the reaction product. The product is: [N+:1]([C:4]1[CH:5]=[CH:6][C:7]([C:10]2[NH:11][C:12]([C:15]3[CH:16]=[C:17]([CH:21]=[CH:22][CH:23]=3)[C:18]([NH:30][C:31]3[CH:36]=[CH:35][CH:34]=[CH:33][N:32]=3)=[O:19])=[CH:13][N:14]=2)=[CH:8][CH:9]=1)([O-:3])=[O:2]. (7) Given the reactants [CH3:1][C:2]1([CH3:28])[C:6]([CH3:8])([CH3:7])[O:5][B:4]([C:9]2[CH:18]=[CH:17][C:16]3[C:11](=[CH:12][CH:13]=[C:14](B4OC(C)(C)C(C)(C)O4)[CH:15]=3)[CH:10]=2)[O:3]1.Br[C:30]1[N:31]=[C:32]2[N:38]=[C:37]([C@@H:39]3[CH2:43][CH2:42][CH2:41][N:40]3[C:44]([O:46][C:47]([CH3:50])([CH3:49])[CH3:48])=[O:45])[N:36]([CH2:51][O:52][CH2:53][CH2:54][Si:55]([CH3:58])([CH3:57])[CH3:56])[C:33]2=[N:34][CH:35]=1.C(=O)([O-])[O-].[Cs+].[Cs+].C1(P(C2CCCCC2)C2C=CC=CC=2C2C(OC)=CC=CC=2OC)CCCCC1, predict the reaction product. The product is: [CH3:7][C:6]1([CH3:8])[C:2]([CH3:1])([CH3:28])[O:3][B:4]([C:9]2[CH:10]=[C:11]3[C:16](=[CH:17][CH:18]=2)[CH:15]=[C:14]([C:30]2[N:31]=[C:32]4[N:38]=[C:37]([C@@H:39]5[CH2:43][CH2:42][CH2:41][N:40]5[C:44]([O:46][C:47]([CH3:50])([CH3:49])[CH3:48])=[O:45])[N:36]([CH2:51][O:52][CH2:53][CH2:54][Si:55]([CH3:58])([CH3:57])[CH3:56])[C:33]4=[N:34][CH:35]=2)[CH:13]=[CH:12]3)[O:5]1. (8) Given the reactants C([O:4][CH2:5][CH3:6])(=[O:3])C.[CH3:7][CH2:8][CH2:9][CH2:10][CH2:11]C.[O:13]1C[CH2:15][CH2:14]1.C1CCC([N:23]=C=NC2CCCCC2)CC1.C(OCC)(=O)C, predict the reaction product. The product is: [C:5]1(=[O:4])[NH:23][C:14](=[O:13])[CH:15]=[CH:6]1.[CH2:8]([CH:9]1[CH2:10][CH2:11][O:3]1)[CH3:7].